This data is from CYP2D6 inhibition data for predicting drug metabolism from PubChem BioAssay. The task is: Regression/Classification. Given a drug SMILES string, predict its absorption, distribution, metabolism, or excretion properties. Task type varies by dataset: regression for continuous measurements (e.g., permeability, clearance, half-life) or binary classification for categorical outcomes (e.g., BBB penetration, CYP inhibition). Dataset: cyp2d6_veith. (1) The compound is CC(C)NC(=O)N1CC[C@@]2(CCCN(C(=O)c3cccc(F)c3)C2)C1. The result is 0 (non-inhibitor). (2) The drug is N[C@@H](Cc1ccnnc1)C(=O)O. The result is 0 (non-inhibitor). (3) The drug is COc1cc(OC)cc(C(=O)NC(=S)Nc2ccc(Cl)c(C(=O)O)c2)c1. The result is 0 (non-inhibitor).